This data is from NCI-60 drug combinations with 297,098 pairs across 59 cell lines. The task is: Regression. Given two drug SMILES strings and cell line genomic features, predict the synergy score measuring deviation from expected non-interaction effect. Drug 2: CS(=O)(=O)OCCCCOS(=O)(=O)C. Drug 1: C1=CN(C(=O)N=C1N)C2C(C(C(O2)CO)O)O.Cl. Cell line: RPMI-8226. Synergy scores: CSS=22.0, Synergy_ZIP=-7.51, Synergy_Bliss=-4.93, Synergy_Loewe=-5.16, Synergy_HSA=-1.86.